From a dataset of Reaction yield outcomes from USPTO patents with 853,638 reactions. Predict the reaction yield, written as a fraction of the theoretical maximum amount of product (1.0 means a 100% yield; for example, 0.34 means a 34% yield). (1) The reactants are [NH2:1][C:2]1[CH:11]=[C:10]([O:12][CH3:13])[CH:9]=[C:8]([O:14][CH3:15])[C:3]=1[C:4](OC)=[O:5].C(O)(=O)C.[CH:20](N)=[NH:21]. The catalyst is COCCO. The product is [CH3:15][O:14][C:8]1[CH:9]=[C:10]([O:12][CH3:13])[CH:11]=[C:2]2[C:3]=1[C:4](=[O:5])[NH:21][CH:20]=[N:1]2. The yield is 0.760. (2) The reactants are [H-].[Na+].[CH2:3]([O:5][CH:6]([O:8][CH:9]1[CH2:21][CH2:20][C:19]([O:23][CH:24]([O:26][CH2:27][CH3:28])[CH3:25])([CH3:22])[CH:18]([OH:29])[CH:17]=[CH:16][CH:15]([CH3:30])[CH:14](/[C:31](/[CH3:58])=[CH:32]/[CH:33]=[CH:34]/[C:35]([O:52][CH:53]([O:55][CH2:56][CH3:57])[CH3:54])([CH3:51])[CH2:36][CH:37]2[O:50][CH:38]2[CH:39]([CH3:49])[CH:40]([O:43][CH:44]([O:46][CH2:47][CH3:48])[CH3:45])[CH2:41][CH3:42])[O:13][C:11](=[O:12])[CH2:10]1)[CH3:7])[CH3:4].[CH:59]([N:62]=[C:63]=[S:64])([CH3:61])[CH3:60].O. The catalyst is O1CCCC1.C(OCC)(=O)C. The product is [CH2:3]([O:5][CH:6]([O:8][CH:9]1[CH2:21][CH2:20][C:19]([O:23][CH:24]([O:26][CH2:27][CH3:28])[CH3:25])([CH3:22])[CH:18]([O:29][C:63](=[S:64])[NH:62][CH:59]([CH3:61])[CH3:60])[CH:17]=[CH:16][CH:15]([CH3:30])[CH:14](/[C:31](/[CH3:58])=[CH:32]/[CH:33]=[CH:34]/[C:35]([O:52][CH:53]([O:55][CH2:56][CH3:57])[CH3:54])([CH3:51])[CH2:36][CH:37]2[O:50][CH:38]2[CH:39]([CH3:49])[CH:40]([O:43][CH:44]([O:46][CH2:47][CH3:48])[CH3:45])[CH2:41][CH3:42])[O:13][C:11](=[O:12])[CH2:10]1)[CH3:7])[CH3:4]. The yield is 0.600. (3) The reactants are FC(F)(F)S(O[C:7]1[C:8]([O:24][CH3:25])=[CH:9][C:10]2[NH:16][C:15]3[CH:17]=[C:18]([Cl:21])[CH:19]=[CH:20][C:14]=3[C:13](=[O:22])[NH:12][C:11]=2[CH:23]=1)(=O)=O.[CH2:28]([Sn](CCCC)(CCCC)C=C)[CH2:29]CC.[Li+].[Cl-].CN(C=O)C. The catalyst is [F-].[K+].C(OCC)(=O)C.Cl[Pd](Cl)([P](C1C=CC=CC=1)(C1C=CC=CC=1)C1C=CC=CC=1)[P](C1C=CC=CC=1)(C1C=CC=CC=1)C1C=CC=CC=1. The product is [Cl:21][C:18]1[CH:19]=[CH:20][C:14]2[C:13](=[O:22])[NH:12][C:11]3[CH:23]=[C:7]([CH:28]=[CH2:29])[C:8]([O:24][CH3:25])=[CH:9][C:10]=3[NH:16][C:15]=2[CH:17]=1. The yield is 0.520. (4) The reactants are [CH3:1][N:2]([C@@H:10]([CH3:33])[C:11]([NH:13][C@H:14]1[CH2:20][N:19]([C:21](=[O:27])[CH2:22][S:23]([CH3:26])(=[O:25])=[O:24])[C:18]2[CH:28]=[CH:29][CH:30]=[CH:31][C:17]=2[NH:16][C:15]1=[O:32])=[O:12])[C:3](=[O:9])[O:4][C:5]([CH3:8])([CH3:7])[CH3:6].CS(O[CH2:39][C:40]1[C:49]2[C:44](=[CH:45][CH:46]=[CH:47][CH:48]=2)[CH:43]=[CH:42][C:41]=1[O:50][CH:51]([F:53])[F:52])(=O)=O.C([O-])([O-])=O.[Cs+].[Cs+]. The catalyst is CN(C=O)C.CCOC(C)=O. The product is [F:52][CH:51]([F:53])[O:50][C:41]1[CH:42]=[CH:43][C:44]2[C:49](=[CH:48][CH:47]=[CH:46][CH:45]=2)[C:40]=1[CH2:39][N:16]1[C:15](=[O:32])[C@@H:14]([NH:13][C:11](=[O:12])[C@@H:10]([N:2]([CH3:1])[C:3](=[O:9])[O:4][C:5]([CH3:8])([CH3:6])[CH3:7])[CH3:33])[CH2:20][N:19]([C:21](=[O:27])[CH2:22][S:23]([CH3:26])(=[O:24])=[O:25])[C:18]2[CH:28]=[CH:29][CH:30]=[CH:31][C:17]1=2. The yield is 0.610. (5) The reactants are [C:1]1([CH3:10])[CH:6]=[CH:5][CH:4]=[C:3]([C:7]([NH2:9])=[O:8])[CH:2]=1.[N:11]([C@H:14]([C:16]1[CH:17]=[N:18][CH:19]=[C:20](Br)[CH:21]=1)[CH3:15])=[N+:12]=[N-:13].CN(C)CCN.C(=O)([O-])[O-].[K+].[K+]. The catalyst is O1CCOCC1.C(OCC)(=O)C.[Cu]I. The product is [N:11]([C@H:14]([C:16]1[CH:21]=[C:20]([NH:9][C:7](=[O:8])[C:3]2[CH:4]=[CH:5][CH:6]=[C:1]([CH3:10])[CH:2]=2)[CH:19]=[N:18][CH:17]=1)[CH3:15])=[N+:12]=[N-:13]. The yield is 0.280.